From a dataset of Catalyst prediction with 721,799 reactions and 888 catalyst types from USPTO. Predict which catalyst facilitates the given reaction. Reactant: C(O[C:6]([NH:8][NH:9][CH2:10][C:11]1[CH:16]=[C:15]([Br:17])[CH:14]=[CH:13][C:12]=1[OH:18])=O)(C)(C)C.CCO.[CH3:22][O:23][C:24](=[O:33])/[C:25](=C\N(C)C)/[C:26](=O)[CH3:27]. Product: [CH3:22][O:23][C:24]([C:25]1[CH:6]=[N:8][N:9]([CH2:10][C:11]2[CH:16]=[C:15]([Br:17])[CH:14]=[CH:13][C:12]=2[OH:18])[C:26]=1[CH3:27])=[O:33]. The catalyst class is: 157.